From a dataset of Forward reaction prediction with 1.9M reactions from USPTO patents (1976-2016). Predict the product of the given reaction. (1) Given the reactants Cl.[NH:2]1[CH2:6][CH2:5][C@@H:4]([NH:7][C:8]([C:10]2[S:11][C:12]([Cl:15])=[CH:13][CH:14]=2)=[O:9])[CH2:3]1.[Br:16][CH2:17][C:18](Br)=[O:19], predict the reaction product. The product is: [Br:16][CH2:17][C:18]([N:2]1[CH2:6][CH2:5][C@@H:4]([NH:7][C:8]([C:10]2[S:11][C:12]([Cl:15])=[CH:13][CH:14]=2)=[O:9])[CH2:3]1)=[O:19]. (2) Given the reactants O.[NH2:2][NH2:3].[CH2:4]([O:6][C:7](=[O:22])[C:8](=O)[CH:9]([C:12](=O)[C:13]1[CH:18]=[CH:17][C:16]([Cl:19])=[CH:15][CH:14]=1)[CH2:10][CH3:11])[CH3:5], predict the reaction product. The product is: [CH2:4]([O:6][C:7]([C:8]1[C:9]([CH2:10][CH3:11])=[C:12]([C:13]2[CH:18]=[CH:17][C:16]([Cl:19])=[CH:15][CH:14]=2)[NH:3][N:2]=1)=[O:22])[CH3:5]. (3) Given the reactants Cl[C:2]1[N:3]=[C:4]([NH:21][C:22]2[CH:30]=[C:29]3[C:25]([CH:26]=[N:27][NH:28]3)=[CH:24][CH:23]=2)[C:5]2[CH:10]=[CH:9][N:8]([S:11]([C:14]3[CH:20]=[CH:19][C:17]([CH3:18])=[CH:16][CH:15]=3)(=[O:13])=[O:12])[C:6]=2[N:7]=1.[CH3:31][S:32][C:33]1[CH:39]=[CH:38][C:36]([NH2:37])=[CH:35][CH:34]=1.C[Si](Cl)(C)C.O, predict the reaction product. The product is: [NH:28]1[C:29]2[C:25](=[CH:24][CH:23]=[C:22]([NH:21][C:4]3[C:5]4[CH:10]=[CH:9][N:8]([S:11]([C:14]5[CH:20]=[CH:19][C:17]([CH3:18])=[CH:16][CH:15]=5)(=[O:13])=[O:12])[C:6]=4[N:7]=[C:2]([NH:37][C:36]4[CH:38]=[CH:39][C:33]([S:32][CH3:31])=[CH:34][CH:35]=4)[N:3]=3)[CH:30]=2)[CH:26]=[N:27]1. (4) Given the reactants [CH3:1][CH:2]([O:4][C:5]1[CH:12]=[CH:11][C:10](B2OC(C)(C)C(C)(C)O2)=[CH:9][C:6]=1[C:7]#[N:8])[CH3:3].[Br:22][C:23]1[CH:24]=[N:25][C:26](I)=[N:27][CH:28]=1.C([O-])([O-])=O.[Na+].[Na+], predict the reaction product. The product is: [Br:22][C:23]1[CH:24]=[N:25][C:26]([C:10]2[CH:11]=[CH:12][C:5]([O:4][CH:2]([CH3:1])[CH3:3])=[C:6]([CH:9]=2)[C:7]#[N:8])=[N:27][CH:28]=1. (5) The product is: [CH3:1][C:2]1[CH2:3][C@@H:4]2[C@H:7]([CH:8]=1)[C@@:6]([CH2:9][C:10]([O:12][C:13]([CH3:16])([CH3:15])[CH3:14])=[O:11])([CH2:37][N+:34]([O-:36])=[O:35])[CH2:5]2. Given the reactants [CH3:1][C:2]1[CH2:3][C@@H:4]2[C@H:7]([CH:8]=1)[C:6](=[CH:9][C:10]([O:12][C:13]([CH3:16])([CH3:15])[CH3:14])=[O:11])[CH2:5]2.N12CCCN=C1CCCCC2.P([O-])(O)(O)=O.[K+].[N+:34]([CH3:37])([O-:36])=[O:35], predict the reaction product. (6) Given the reactants [NH:1]1[CH2:5][CH2:4][CH2:3][CH2:2]1.C(N(CC)CC)C.[CH3:13][O:14][C:15]1[CH:20]=[CH:19][C:18]([N:21]2[C:30]3[C:25](=[CH:26][C:27]([F:32])=[C:28](F)[CH:29]=3)[C:24](=[O:33])[N:23]([O:34][CH2:35][C:36]3[CH:41]=[CH:40][CH:39]=[CH:38][CH:37]=3)[C:22]2=[O:42])=[CH:17][CH:16]=1, predict the reaction product. The product is: [CH3:13][O:14][C:15]1[CH:16]=[CH:17][C:18]([N:21]2[C:30]3[C:25](=[CH:26][C:27]([F:32])=[C:28]([N:1]4[CH2:5][CH2:4][CH2:3][CH2:2]4)[CH:29]=3)[C:24](=[O:33])[N:23]([O:34][CH2:35][C:36]3[CH:37]=[CH:38][CH:39]=[CH:40][CH:41]=3)[C:22]2=[O:42])=[CH:19][CH:20]=1. (7) Given the reactants CS(O)(=O)=[O:3].[C:6]([O:14][CH2:15][CH2:16][C:17]1[C:22]([O:23][CH3:24])=[CH:21][CH:20]=[CH:19][C:18]=1[OH:25])(=O)[C:7]1[CH:12]=[CH:11][CH:10]=[CH:9][CH:8]=1.[C:26]1([CH3:32])[CH:31]=CC=[CH:28][CH:27]=1.[OH2:33], predict the reaction product. The product is: [C:6]([O:14][CH2:15][CH2:16][C:17]1[C:22]([O:23][CH3:24])=[CH:21][CH:20]=[C:19]2[C:18]=1[O:25][C:26]([CH3:32])([CH3:31])[CH2:27][C:28]2=[O:3])(=[O:33])[C:7]1[CH:12]=[CH:11][CH:10]=[CH:9][CH:8]=1.